The task is: Predict the reaction yield, written as a fraction of the theoretical maximum amount of product (1.0 means a 100% yield; for example, 0.34 means a 34% yield).. This data is from Reaction yield outcomes from USPTO patents with 853,638 reactions. (1) The catalyst is ClCCl. The yield is 0.400. The product is [CH3:27][N:28]([CH3:33])[CH2:29][CH2:30][CH2:31][NH:32][S:14]([C:13]1[CH:12]=[C:11]2[C:7]([CH:8]=[N:9][N:10]2[CH2:18][CH:19]([CH3:21])[CH3:20])=[CH:6][C:5]=1[O:4][C:3]1[CH:22]=[CH:23][C:24]([F:26])=[CH:25][C:2]=1[F:1])(=[O:16])=[O:15]. The reactants are [F:1][C:2]1[CH:25]=[C:24]([F:26])[CH:23]=[CH:22][C:3]=1[O:4][C:5]1[CH:6]=[C:7]2[C:11](=[CH:12][C:13]=1[S:14](Cl)(=[O:16])=[O:15])[N:10]([CH2:18][CH:19]([CH3:21])[CH3:20])[N:9]=[CH:8]2.[CH3:27][N:28]([CH3:33])[CH2:29][CH2:30][CH2:31][NH2:32].C(N(CC)CC)C. (2) The reactants are Cl[C:2]([O:4][C:5]1[CH:10]=[CH:9][CH:8]=[CH:7][CH:6]=1)=[O:3].[Cl:11][C:12]1[C:13]([F:38])=[C:14]([NH:18][C:19]2[C:28]3[C:23](=[CH:24][C:25]([O:36][CH3:37])=[C:26]([O:29][CH:30]4[CH2:35][CH2:34][NH:33][CH2:32][CH2:31]4)[CH:27]=3)[N:22]=[CH:21][N:20]=2)[CH:15]=[CH:16][CH:17]=1.C(N(C(C)C)CC)(C)C. The catalyst is ClCCl. The product is [Cl:11][C:12]1[C:13]([F:38])=[C:14]([NH:18][C:19]2[C:28]3[C:23](=[CH:24][C:25]([O:36][CH3:37])=[C:26]([O:29][CH:30]4[CH2:31][CH2:32][N:33]([C:2]([O:4][C:5]5[CH:10]=[CH:9][CH:8]=[CH:7][CH:6]=5)=[O:3])[CH2:34][CH2:35]4)[CH:27]=3)[N:22]=[CH:21][N:20]=2)[CH:15]=[CH:16][CH:17]=1. The yield is 0.570. (3) The reactants are CS(C)=O.[CH3:5][O:6][C:7]1[CH:16]=[C:15]2[C:10]([C:11](Cl)=[CH:12][CH:13]=[N:14]2)=[CH:9][C:8]=1[C:18]([NH2:20])=[O:19].[Cl:21][C:22]1[CH:27]=[C:26]([OH:28])[CH:25]=[CH:24][C:23]=1[NH:29][C:30]([NH:32][CH:33]1[CH2:35][CH2:34]1)=[O:31].C(=O)([O-])[O-].[Cs+].[Cs+]. The catalyst is O. The product is [Cl:21][C:22]1[CH:27]=[C:26]([CH:25]=[CH:24][C:23]=1[NH:29][C:30]([NH:32][CH:33]1[CH2:34][CH2:35]1)=[O:31])[O:28][C:11]1[C:10]2[C:15](=[CH:16][C:7]([O:6][CH3:5])=[C:8]([C:18]([NH2:20])=[O:19])[CH:9]=2)[N:14]=[CH:13][CH:12]=1. The yield is 0.880.